From a dataset of Full USPTO retrosynthesis dataset with 1.9M reactions from patents (1976-2016). Predict the reactants needed to synthesize the given product. (1) Given the product [CH3:1][C:2]1[C:3]([OH:9])=[C:4]([C:5]([CH3:8])=[CH:6][CH:7]=1)[CH:20]=[O:21], predict the reactants needed to synthesize it. The reactants are: [CH3:1][C:2]1[CH:7]=[CH:6][C:5]([CH3:8])=[CH:4][C:3]=1[OH:9].C(N(CC)CC)C.[Cl-].[Mg+2].[Cl-].[CH2:20]=[O:21]. (2) Given the product [F:1][C:2]([F:18])([F:19])[O:3][C:4]1[CH:5]=[C:6]([C:10]2[CH:15]=[CH:14][C:13]([C:16]([OH:22])=[O:17])=[CH:12][CH:11]=2)[CH:7]=[CH:8][CH:9]=1, predict the reactants needed to synthesize it. The reactants are: [F:1][C:2]([F:19])([F:18])[O:3][C:4]1[CH:5]=[C:6]([C:10]2[CH:15]=[CH:14][C:13]([CH:16]=[O:17])=[CH:12][CH:11]=2)[CH:7]=[CH:8][CH:9]=1.CC(C)=[O:22].